This data is from Peptide-MHC class I binding affinity with 185,985 pairs from IEDB/IMGT. The task is: Regression. Given a peptide amino acid sequence and an MHC pseudo amino acid sequence, predict their binding affinity value. This is MHC class I binding data. (1) The peptide sequence is KSRENSTLI. The MHC is HLA-B57:01 with pseudo-sequence HLA-B57:01. The binding affinity (normalized) is 0.365. (2) The peptide sequence is LPGPDTRHL. The MHC is HLA-A11:01 with pseudo-sequence HLA-A11:01. The binding affinity (normalized) is 0. (3) The peptide sequence is YHSQGSWYK. The MHC is HLA-A02:03 with pseudo-sequence HLA-A02:03. The binding affinity (normalized) is 0.0847. (4) The peptide sequence is KGAVDLSHFL. The MHC is HLA-A30:01 with pseudo-sequence HLA-A30:01. The binding affinity (normalized) is 0.367. (5) The peptide sequence is GIPLYDAIK. The MHC is HLA-A31:01 with pseudo-sequence HLA-A31:01. The binding affinity (normalized) is 0.0847. (6) The MHC is HLA-A02:03 with pseudo-sequence HLA-A02:03. The peptide sequence is VLLGGVGLVL. The binding affinity (normalized) is 0.277. (7) The peptide sequence is YTAVVPLVY. The MHC is HLA-C06:02 with pseudo-sequence HLA-C06:02. The binding affinity (normalized) is 0.110. (8) The binding affinity (normalized) is 0.429. The MHC is H-2-Kb with pseudo-sequence H-2-Kb. The peptide sequence is RGTSFVYV. (9) The peptide sequence is RSLFNTVAVLY. The MHC is HLA-A01:01 with pseudo-sequence HLA-A01:01. The binding affinity (normalized) is 0.0847. (10) The peptide sequence is GSENLHSLY. The MHC is Mamu-A02 with pseudo-sequence Mamu-A02. The binding affinity (normalized) is 1.00.